This data is from Forward reaction prediction with 1.9M reactions from USPTO patents (1976-2016). The task is: Predict the product of the given reaction. (1) Given the reactants [N:1]1[CH:6]=[C:5]([C:7]2[N:12]=[CH:11][C:10]3[CH:13]=[N:14][N:15]([C:16]4[N:21]=[C:20]([N:22]5[CH2:28][CH2:27][CH2:26][N:25](C(OC(C)(C)C)=O)[CH2:24][CH2:23]5)[CH:19]=[CH:18][CH:17]=4)[C:9]=3[CH:8]=2)[CH:4]=[N:3][CH:2]=1.Cl, predict the reaction product. The product is: [N:22]1([C:20]2[N:21]=[C:16]([N:15]3[C:9]4[CH:8]=[C:7]([C:5]5[CH:4]=[N:3][CH:2]=[N:1][CH:6]=5)[N:12]=[CH:11][C:10]=4[CH:13]=[N:14]3)[CH:17]=[CH:18][CH:19]=2)[CH2:28][CH2:27][CH2:26][NH:25][CH2:24][CH2:23]1. (2) Given the reactants Cl.C(N=C=NCCCN(C)C)C.C(N(CC)CC)C.[CH:20]1[C:33]2[C:32](=[C:34]3[CH2:39][CH2:38][NH:37][CH2:36][CH2:35]3)[C:31]3[C:26](=[CH:27][CH:28]=[CH:29][CH:30]=3)[S:25][C:24]=2[CH:23]=[CH:22][CH:21]=1.[C:40]([O:44][C:45]([NH:47][C@H:48]([C:53]([O:55][CH3:56])=[O:54])[CH2:49][C:50](O)=[O:51])=[O:46])([CH3:43])([CH3:42])[CH3:41].[Cl-].[NH4+], predict the reaction product. The product is: [C:40]([O:44][C:45]([NH:47][C@H:48]([CH2:49][C:50](=[O:51])[N:37]1[CH2:38][CH2:39][C:34](=[C:32]2[C:33]3[CH:20]=[CH:21][CH:22]=[CH:23][C:24]=3[S:25][C:26]3[C:31]2=[CH:30][CH:29]=[CH:28][CH:27]=3)[CH2:35][CH2:36]1)[C:53]([O:55][CH3:56])=[O:54])=[O:46])([CH3:43])([CH3:42])[CH3:41].